This data is from Reaction yield outcomes from USPTO patents with 853,638 reactions. The task is: Predict the reaction yield, written as a fraction of the theoretical maximum amount of product (1.0 means a 100% yield; for example, 0.34 means a 34% yield). (1) The reactants are [NH2:1][C:2]1[CH:3]=[CH:4][C:5]([CH3:20])=[C:6]([C:8]2[CH:9]=[C:10]3[C:14](=[CH:15][CH:16]=2)[C:13](=[O:17])[C:12]([CH3:19])([CH3:18])[CH2:11]3)[CH:7]=1.[CH2:21]([N:28]=[C:29]=[O:30])[C:22]1[CH:27]=[CH:26][CH:25]=[CH:24][CH:23]=1. The catalyst is CN(C=O)C. The product is [CH2:21]([NH:28][C:29]([NH:1][C:2]1[CH:3]=[CH:4][C:5]([CH3:20])=[C:6]([C:8]2[CH:9]=[C:10]3[C:14](=[CH:15][CH:16]=2)[C:13](=[O:17])[C:12]([CH3:18])([CH3:19])[CH2:11]3)[CH:7]=1)=[O:30])[C:22]1[CH:27]=[CH:26][CH:25]=[CH:24][CH:23]=1. The yield is 0.560. (2) The reactants are [N:1]1([C:10](=[O:12])[CH3:11])[C:9]2[C:4](=[CH:5][CH:6]=[CH:7][CH:8]=2)[CH2:3][CH2:2]1.[Br:13]Br. The catalyst is C(O)(=O)C. The product is [Br:13][C:6]1[CH:5]=[C:4]2[C:9](=[CH:8][CH:7]=1)[N:1]([C:10](=[O:12])[CH3:11])[CH2:2][CH2:3]2. The yield is 0.960.